Task: Predict the product of the given reaction.. Dataset: Forward reaction prediction with 1.9M reactions from USPTO patents (1976-2016) (1) The product is: [CH3:1][C:2]1([CH3:21])[CH2:11][CH:10]=[C:9]([C:12]2[S:13][CH:14]=[CH:15][CH:16]=2)[C:8]2[CH:7]=[C:6]([C:17]([OH:19])=[O:18])[CH:5]=[CH:4][C:3]1=2. Given the reactants [CH3:1][C:2]1([CH3:21])[CH2:11][CH:10]=[C:9]([C:12]2[S:13][CH:14]=[CH:15][CH:16]=2)[C:8]2[CH:7]=[C:6]([C:17]([O:19]C)=[O:18])[CH:5]=[CH:4][C:3]1=2.[OH-].[Na+], predict the reaction product. (2) The product is: [ClH:26].[Cl:26][CH2:2][CH2:3][N:4]1[CH2:9][CH2:8][CH:7]([CH2:10][C:11]([NH:13][C:14]2[CH:19]=[CH:18][C:17]([S:20]([CH3:23])(=[O:22])=[O:21])=[CH:16][CH:15]=2)=[O:12])[CH2:6][CH2:5]1. Given the reactants O[CH2:2][CH2:3][N:4]1[CH2:9][CH2:8][CH:7]([CH2:10][C:11]([NH:13][C:14]2[CH:19]=[CH:18][C:17]([S:20]([CH3:23])(=[O:22])=[O:21])=[CH:16][CH:15]=2)=[O:12])[CH2:6][CH2:5]1.S(Cl)([Cl:26])=O, predict the reaction product.